From a dataset of Reaction yield outcomes from USPTO patents with 853,638 reactions. Predict the reaction yield, written as a fraction of the theoretical maximum amount of product (1.0 means a 100% yield; for example, 0.34 means a 34% yield). (1) The reactants are [C:1]([O:5][C:6]([N:8]1[CH2:13][CH2:12][N:11]([C:14]2[C:23]([CH:24]3[CH2:26][CH2:25]3)=[C:22]3[C:17]([CH:18]=[C:19]([C:27]([OH:29])=O)[N:20]=[CH:21]3)=[CH:16][CH:15]=2)[CH2:10][CH2:9]1)=[O:7])([CH3:4])([CH3:3])[CH3:2].[C:30]1([NH2:37])[CH:35]=[CH:34][CH:33]=[CH:32][C:31]=1[NH2:36].C1C=NC2N(O)N=NC=2C=1.CCN=C=NCCCN(C)C.CCN(C(C)C)C(C)C. The catalyst is CN(C=O)C. The product is [NH2:36][C:31]1[CH:32]=[CH:33][CH:34]=[CH:35][C:30]=1[NH:37][C:27]([C:19]1[N:20]=[CH:21][C:22]2[C:17]([CH:18]=1)=[CH:16][CH:15]=[C:14]([N:11]1[CH2:10][CH2:9][N:8]([C:6]([O:5][C:1]([CH3:3])([CH3:2])[CH3:4])=[O:7])[CH2:13][CH2:12]1)[C:23]=2[CH:24]1[CH2:25][CH2:26]1)=[O:29]. The yield is 0.990. (2) The reactants are [N:1]1[CH:6]=[CH:5][CH:4]=[C:3]([NH:7][C:8]2[N:12]=[C:11]([NH2:13])[NH:10][N:9]=2)[CH:2]=1.[C:14]1([N:20]=[C:21]=[O:22])[CH:19]=[CH:18][CH:17]=[CH:16][CH:15]=1. The catalyst is C1COCC1.C(Cl)Cl. The product is [C:14]1([NH:20][C:21]([N:10]2[C:11]([NH2:13])=[N:12][C:8]([NH:7][C:3]3[CH:2]=[N:1][CH:6]=[CH:5][CH:4]=3)=[N:9]2)=[O:22])[CH:19]=[CH:18][CH:17]=[CH:16][CH:15]=1. The yield is 0.170. (3) The reactants are Cl[C:2]1[C:3]([N+:9]([O-:11])=[O:10])=[C:4]([CH:6]=[CH:7][CH:8]=1)[NH2:5].C(=O)([O-])[O-].[K+].[K+].[N:18]1([C:24](=[O:32])[CH2:25][N:26]2[CH2:31][CH2:30][NH:29][CH2:28][CH2:27]2)[CH2:23][CH2:22][O:21][CH2:20][CH2:19]1. No catalyst specified. The product is [NH2:5][C:4]1[CH:6]=[C:7]([N:29]2[CH2:30][CH2:31][N:26]([CH2:25][C:24]([N:18]3[CH2:19][CH2:20][O:21][CH2:22][CH2:23]3)=[O:32])[CH2:27][CH2:28]2)[CH:8]=[CH:2][C:3]=1[N+:9]([O-:11])=[O:10]. The yield is 0.704. (4) The reactants are C1([NH:7][C:8]([C:10]2[C:11](=[O:23])[N:12]([CH3:22])[C:13]3[C:18]([C:19]=2O)=[CH:17][C:16]([CH3:21])=[CH:15][CH:14]=3)=O)CCCCC1.P(Cl)(Cl)([Cl:26])=O. No catalyst specified. The product is [Cl:26][C:19]1[C:18]2[C:13](=[CH:14][CH:15]=[C:16]([CH3:21])[CH:17]=2)[N:12]([CH3:22])[C:11](=[O:23])[C:10]=1[C:8]#[N:7]. The yield is 0.540. (5) The reactants are Cl[C:2]1[C:7]([C:8]([O:10][CH2:11][CH3:12])=[O:9])=[CH:6][N:5]=[C:4]([S:13][CH3:14])[N:3]=1.[CH2:15]([N:17](CC)CC)[CH3:16].O1CCCC1.C(N)C. The catalyst is C(OCC)(=O)C.CCCCCCC. The product is [CH2:11]([O:10][C:8]([C:7]1[C:2]([NH:17][CH2:15][CH3:16])=[N:3][C:4]([S:13][CH3:14])=[N:5][CH:6]=1)=[O:9])[CH3:12]. The yield is 0.950. (6) The reactants are [C:1]1([C:23]2[CH:28]=[CH:27][CH:26]=[CH:25][CH:24]=2)[CH:6]=[CH:5][CH:4]=[C:3]([NH:7][C:8](=[O:22])[CH2:9][CH2:10][CH2:11][CH2:12][CH2:13][NH:14]C(=O)OC(C)(C)C)[CH:2]=1.C(O)(C(F)(F)F)=O.C([O-])(O)=O.[Na+]. The catalyst is C(Cl)Cl. The product is [NH2:14][CH2:13][CH2:12][CH2:11][CH2:10][CH2:9][C:8]([NH:7][C:3]1[CH:2]=[C:1]([C:23]2[CH:24]=[CH:25][CH:26]=[CH:27][CH:28]=2)[CH:6]=[CH:5][CH:4]=1)=[O:22]. The yield is 0.980. (7) The reactants are C([O:5][C:6](=[O:35])[C:7]([O:10][C:11]1[CH:16]=[CH:15][C:14]([CH2:17][CH2:18][CH2:19][CH:20]2[CH2:24][N:23]([CH2:25][C:26]3[CH:31]=[CH:30][C:29]([CH3:32])=[C:28]([CH3:33])[CH:27]=3)[C:22](=[O:34])[NH:21]2)=[CH:13][CH:12]=1)([CH3:9])[CH3:8])(C)(C)C.FC(F)(F)C(O)=O. The catalyst is C(Cl)Cl. The product is [CH3:33][C:28]1[CH:27]=[C:26]([CH:31]=[CH:30][C:29]=1[CH3:32])[CH2:25][N:23]1[CH2:24][CH:20]([CH2:19][CH2:18][CH2:17][C:14]2[CH:15]=[CH:16][C:11]([O:10][C:7]([CH3:9])([CH3:8])[C:6]([OH:35])=[O:5])=[CH:12][CH:13]=2)[NH:21][C:22]1=[O:34]. The yield is 0.240. (8) The reactants are [Cl-].O[NH3+:3].[C:4](=[O:7])([O-])[OH:5].[Na+].CS(C)=O.[CH3:13][O:14][C:15]1[CH:16]=[C:17]([CH:46]=[CH:47][C:48]=1[O:49][CH3:50])[O:18][C:19]1[C:24](=[O:25])[N:23]([CH2:26][C:27]2[CH:32]=[CH:31][C:30]([C:33]3[C:34]([C:39]#[N:40])=[CH:35][CH:36]=[CH:37][CH:38]=3)=[CH:29][CH:28]=2)[C:22]([CH2:41][CH2:42][CH3:43])=[N:21][C:20]=1[CH2:44][CH3:45]. The catalyst is C(OCC)(=O)C. The product is [CH3:13][O:14][C:15]1[CH:16]=[C:17]([CH:46]=[CH:47][C:48]=1[O:49][CH3:50])[O:18][C:19]1[C:24](=[O:25])[N:23]([CH2:26][C:27]2[CH:28]=[CH:29][C:30]([C:33]3[CH:38]=[CH:37][CH:36]=[CH:35][C:34]=3[C:39]3[NH:3][C:4](=[O:7])[O:5][N:40]=3)=[CH:31][CH:32]=2)[C:22]([CH2:41][CH2:42][CH3:43])=[N:21][C:20]=1[CH2:44][CH3:45]. The yield is 0.770. (9) No catalyst specified. The yield is 0.790. The reactants are C(N(CC)CC)C.[Br:8][C:9]1[C:14]([CH3:15])=[CH:13][C:12]([N:16]=[C:17]=[O:18])=[CH:11][C:10]=1[CH3:19].[CH3:20][OH:21]. The product is [CH3:20][O:21][C:17](=[O:18])[NH:16][C:12]1[CH:13]=[C:14]([CH3:15])[C:9]([Br:8])=[C:10]([CH3:19])[CH:11]=1.